From a dataset of NCI-60 drug combinations with 297,098 pairs across 59 cell lines. Regression. Given two drug SMILES strings and cell line genomic features, predict the synergy score measuring deviation from expected non-interaction effect. (1) Drug 1: CNC(=O)C1=NC=CC(=C1)OC2=CC=C(C=C2)NC(=O)NC3=CC(=C(C=C3)Cl)C(F)(F)F. Drug 2: CCC1(C2=C(COC1=O)C(=O)N3CC4=CC5=C(C=CC(=C5CN(C)C)O)N=C4C3=C2)O.Cl. Cell line: UO-31. Synergy scores: CSS=1.48, Synergy_ZIP=-0.940, Synergy_Bliss=-1.39, Synergy_Loewe=-30.7, Synergy_HSA=-9.12. (2) Synergy scores: CSS=43.8, Synergy_ZIP=-0.781, Synergy_Bliss=1.38, Synergy_Loewe=3.70, Synergy_HSA=4.46. Drug 2: CCN(CC)CCCC(C)NC1=C2C=C(C=CC2=NC3=C1C=CC(=C3)Cl)OC. Cell line: SNB-19. Drug 1: C1=C(C(=O)NC(=O)N1)F.